This data is from Forward reaction prediction with 1.9M reactions from USPTO patents (1976-2016). The task is: Predict the product of the given reaction. (1) Given the reactants [Cl:1][C:2]1[CH:10]=[C:9]2[C:5]([C:6]([C:12]3[N:17]=[C:16]4[C:18]([C:29]([NH:31][C:32]([CH3:36])([CH3:35])[CH2:33][OH:34])=[O:30])=[CH:19][N:20](COCC[Si](C)(C)C)[C:15]4=[N:14][CH:13]=3)=[N:7][N:8]2[CH3:11])=[CH:4][CH:3]=1.FC(F)(F)C(O)=O.C(N)CN, predict the reaction product. The product is: [OH:34][CH2:33][C:32]([NH:31][C:29]([C:18]1[C:16]2[C:15](=[N:14][CH:13]=[C:12]([C:6]3[C:5]4[C:9](=[CH:10][C:2]([Cl:1])=[CH:3][CH:4]=4)[N:8]([CH3:11])[N:7]=3)[N:17]=2)[NH:20][CH:19]=1)=[O:30])([CH3:36])[CH3:35]. (2) Given the reactants [CH3:1][O:2][C:3]1[CH:21]=[CH:20][C:6]([C:7]([C:9]2[C:18](=[O:19])[C:17]3[C:12](=[N:13][CH:14]=[CH:15][CH:16]=3)[NH:11][CH:10]=2)=[O:8])=[CH:5][C:4]=1[CH3:22].Br[CH2:24][C:25]1[CH:30]=[CH:29][CH:28]=[C:27]([C:31]([F:34])([F:33])[F:32])[CH:26]=1, predict the reaction product. The product is: [CH3:1][O:2][C:3]1[CH:21]=[CH:20][C:6]([C:7]([C:9]2[C:18](=[O:19])[C:17]3[C:12](=[N:13][CH:14]=[CH:15][CH:16]=3)[N:11]([CH2:24][C:25]3[CH:30]=[CH:29][CH:28]=[C:27]([C:31]([F:32])([F:33])[F:34])[CH:26]=3)[CH:10]=2)=[O:8])=[CH:5][C:4]=1[CH3:22]. (3) Given the reactants [F:1][C:2]1[N:7]=[C:6]([C:8]2[CH:26]=[CH:25][C:11]([CH2:12][N:13]3[CH:21]=[C:20]4[C:15]([NH:16][C:17](=[O:24])[N:18]([CH3:23])[C:19]4=[O:22])=[N:14]3)=[CH:10][CH:9]=2)[CH:5]=[CH:4][CH:3]=1.[CH2:27](I)[CH:28]([CH3:30])[CH3:29].C(=O)([O-])[O-].[K+].[K+].CN(C=O)C, predict the reaction product. The product is: [F:1][C:2]1[N:7]=[C:6]([C:8]2[CH:26]=[CH:25][C:11]([CH2:12][N:13]3[CH:21]=[C:20]4[C:15]([N:16]([CH2:27][CH:28]([CH3:30])[CH3:29])[C:17](=[O:24])[N:18]([CH3:23])[C:19]4=[O:22])=[N:14]3)=[CH:10][CH:9]=2)[CH:5]=[CH:4][CH:3]=1. (4) Given the reactants Cl[C:2]1[C:3]2[C:10]([C:11]3[CH:16]=[CH:15][C:14]([O:17][CH3:18])=[CH:13][CH:12]=3)=[CH:9][N:8]([CH:19]([CH3:21])[CH3:20])[C:4]=2[N:5]=[CH:6][N:7]=1.[NH3:22], predict the reaction product. The product is: [NH2:22][C:2]1[C:3]2[C:10]([C:11]3[CH:16]=[CH:15][C:14]([O:17][CH3:18])=[CH:13][CH:12]=3)=[CH:9][N:8]([CH:19]([CH3:21])[CH3:20])[C:4]=2[N:5]=[CH:6][N:7]=1. (5) Given the reactants [Br:1][C:2]1[CH:7]=[CH:6][C:5]([NH:8][C:9]2[N:18]=[CH:17][C:16]3[C:11](=[CH:12][CH:13]=[C:14]([OH:19])[CH:15]=3)[N:10]=2)=[CH:4][CH:3]=1.C[Si]([N-][Si](C)(C)C)(C)C.[K+].Cl[C:31]1[CH:36]=[CH:35][N:34]=[C:33]([C:37]([NH:39][CH3:40])=[O:38])[CH:32]=1.C(=O)([O-])[O-].[K+].[K+], predict the reaction product. The product is: [Br:1][C:2]1[CH:3]=[CH:4][C:5]([NH:8][C:9]2[N:18]=[CH:17][C:16]3[C:11](=[CH:12][CH:13]=[C:14]([O:19][C:31]4[CH:36]=[CH:35][N:34]=[C:33]([C:37]([NH:39][CH3:40])=[O:38])[CH:32]=4)[CH:15]=3)[N:10]=2)=[CH:6][CH:7]=1. (6) Given the reactants [CH3:1][N:2]1[C:7](=[O:8])[CH:6]=[CH:5][C:4]([C:9](=O)[CH2:10][CH:11]([C:19]2[CH:33]=[CH:32][C:22]([C:23]([NH:25][CH2:26][CH2:27][S:28]([CH3:31])(=[O:30])=[O:29])=[O:24])=[CH:21][CH:20]=2)[C:12]2[CH:17]=[CH:16][CH:15]=[CH:14][C:13]=2[CH3:18])=[CH:3]1.Cl.[NH2:36][OH:37].C(=O)([O-])O.[Na+], predict the reaction product. The product is: [OH:37]/[N:36]=[C:9](/[C:4]1[CH:5]=[CH:6][C:7](=[O:8])[N:2]([CH3:1])[CH:3]=1)\[CH2:10][CH:11]([C:19]1[CH:33]=[CH:32][C:22]([C:23]([NH:25][CH2:26][CH2:27][S:28]([CH3:31])(=[O:29])=[O:30])=[O:24])=[CH:21][CH:20]=1)[C:12]1[CH:17]=[CH:16][CH:15]=[CH:14][C:13]=1[CH3:18].